Dataset: Full USPTO retrosynthesis dataset with 1.9M reactions from patents (1976-2016). Task: Predict the reactants needed to synthesize the given product. (1) Given the product [CH:1]1([C:4]2[N:16]([CH3:15])[C:12]3[CH2:11][CH2:10][CH2:9][C:8](=[O:14])[C:7]=3[N:6]=2)[CH2:3][CH2:2]1, predict the reactants needed to synthesize it. The reactants are: [CH:1]1([C:4]([NH:6][C:7]2[C:8](=[O:14])[CH2:9][CH2:10][CH2:11][C:12]=2O)=O)[CH2:3][CH2:2]1.[CH3:15][NH2:16].Cl.C(=O)([O-])O. (2) Given the product [CH:15]1([CH2:18][NH:14][CH2:13][CH2:12][C:6]2[C:5]3[C:9](=[CH:10][CH:11]=[C:3]([O:2][CH3:1])[CH:4]=3)[NH:8][CH:7]=2)[CH2:17][CH2:16]1, predict the reactants needed to synthesize it. The reactants are: [CH3:1][O:2][C:3]1[CH:4]=[C:5]2[C:9](=[CH:10][CH:11]=1)[NH:8][CH:7]=[C:6]2[CH2:12][CH2:13][NH2:14].[CH:15]1([CH:18]=O)[CH2:17][CH2:16]1.